This data is from Forward reaction prediction with 1.9M reactions from USPTO patents (1976-2016). The task is: Predict the product of the given reaction. Given the reactants [Br:1][C:2]1[CH:3]=[C:4]([C:14](=[O:16])[CH3:15])[CH:5]=[C:6]([S:8]([F:13])([F:12])([F:11])([F:10])[F:9])[CH:7]=1.[Br:17]Br, predict the reaction product. The product is: [Br:17][CH2:15][C:14]([C:4]1[CH:5]=[C:6]([S:8]([F:13])([F:9])([F:10])([F:11])[F:12])[CH:7]=[C:2]([Br:1])[CH:3]=1)=[O:16].